From a dataset of NCI-60 drug combinations with 297,098 pairs across 59 cell lines. Regression. Given two drug SMILES strings and cell line genomic features, predict the synergy score measuring deviation from expected non-interaction effect. Drug 1: CC1CCC2CC(C(=CC=CC=CC(CC(C(=O)C(C(C(=CC(C(=O)CC(OC(=O)C3CCCCN3C(=O)C(=O)C1(O2)O)C(C)CC4CCC(C(C4)OC)OCCO)C)C)O)OC)C)C)C)OC. Drug 2: C(CC(=O)O)C(=O)CN.Cl. Cell line: HS 578T. Synergy scores: CSS=13.1, Synergy_ZIP=-3.86, Synergy_Bliss=-1.96, Synergy_Loewe=-9.47, Synergy_HSA=-1.57.